Dataset: Full USPTO retrosynthesis dataset with 1.9M reactions from patents (1976-2016). Task: Predict the reactants needed to synthesize the given product. (1) Given the product [NH:21]1[C:29]2[C:24](=[C:25]([C:2]3[N:7]=[C:6]4[N:8]([CH3:11])[N:9]=[CH:10][C:5]4=[C:4]([O:12][C:13]4[CH:18]=[CH:17][CH:16]=[C:15]([O:19][CH3:20])[CH:14]=4)[N:3]=3)[CH:26]=[CH:27][CH:28]=2)[CH:23]=[N:22]1, predict the reactants needed to synthesize it. The reactants are: Cl[C:2]1[N:7]=[C:6]2[N:8]([CH3:11])[N:9]=[CH:10][C:5]2=[C:4]([O:12][C:13]2[CH:18]=[CH:17][CH:16]=[C:15]([O:19][CH3:20])[CH:14]=2)[N:3]=1.[NH:21]1[C:29]2[C:24](=[CH:25][CH:26]=[CH:27][CH:28]=2)[C:23](B2OC(C)(C)C(C)(C)O2)=[N:22]1. (2) Given the product [Cl:43][C:21]1[C:22]([NH:24][C:25]2[CH:30]=[CH:29][C:28]([N:31]3[CH2:36][CH2:35][O:34][CH2:33][CH2:32]3)=[CH:27][C:26]=2[S:37]([N:40]([CH3:42])[CH3:41])(=[O:38])=[O:39])=[N:23][C:18]([NH:16][C:13]2[CH:14]=[CH:15][C:8]3[CH2:7][CH2:6][N:5]([CH2:4][CH2:3][O:2][CH3:1])[CH2:11][CH2:10][C:9]=3[CH:12]=2)=[N:19][CH:20]=1, predict the reactants needed to synthesize it. The reactants are: [CH3:1][O:2][CH2:3][CH2:4][N:5]1[CH2:11][CH2:10][C:9]2[CH:12]=[C:13]([NH2:16])[CH:14]=[CH:15][C:8]=2[CH2:7][CH2:6]1.Cl[C:18]1[N:23]=[C:22]([NH:24][C:25]2[CH:30]=[CH:29][C:28]([N:31]3[CH2:36][CH2:35][O:34][CH2:33][CH2:32]3)=[CH:27][C:26]=2[S:37]([N:40]([CH3:42])[CH3:41])(=[O:39])=[O:38])[C:21]([Cl:43])=[CH:20][N:19]=1. (3) Given the product [N:14]1([C:9]2[CH:10]=[N:11][C:12]3[C:7]([CH:8]=2)=[CH:6][CH:5]=[C:4]([NH2:1])[CH:13]=3)[CH:18]=[CH:17][CH:16]=[N:15]1, predict the reactants needed to synthesize it. The reactants are: [N+:1]([C:4]1[CH:13]=[C:12]2[C:7]([CH:8]=[C:9]([N:14]3[CH:18]=[CH:17][CH:16]=[N:15]3)[CH:10]=[N:11]2)=[CH:6][CH:5]=1)([O-])=O. (4) Given the product [Cl:3][C:4]1[C:12]([Cl:13])=[CH:11][CH:10]=[C:9]2[C:5]=1[C:6]([OH:15])([C:18]1[CH:23]=[C:22]([CH3:24])[CH:21]=[CH:20][C:19]=1[O:25][CH3:26])[C:7](=[O:14])[NH:8]2, predict the reactants needed to synthesize it. The reactants are: [H-].[Na+].[Cl:3][C:4]1[C:12]([Cl:13])=[CH:11][CH:10]=[C:9]2[C:5]=1[C:6](=[O:15])[C:7](=[O:14])[NH:8]2.Br[Mg][C:18]1[CH:23]=[C:22]([CH3:24])[CH:21]=[CH:20][C:19]=1[O:25][CH3:26].[NH4+].[Cl-].